This data is from Full USPTO retrosynthesis dataset with 1.9M reactions from patents (1976-2016). The task is: Predict the reactants needed to synthesize the given product. (1) Given the product [CH2:14]([O:13][C:10]1[CH:11]=[CH:12][C:2]([NH:1][CH2:16][CH2:17][CH3:18])=[C:3]([CH:9]=1)[C:4]([O:6][CH2:7][CH3:8])=[O:5])[CH3:15], predict the reactants needed to synthesize it. The reactants are: [NH2:1][C:2]1[CH:12]=[CH:11][C:10]([O:13][CH2:14][CH3:15])=[CH:9][C:3]=1[C:4]([O:6][CH2:7][CH3:8])=[O:5].[CH:16](=O)[CH2:17][CH3:18].C(O)(=O)C.C(O[BH-](OC(=O)C)OC(=O)C)(=O)C.[Na+]. (2) Given the product [CH2:1]([O:3][C:4]1[CH:5]=[C:6]([CH:9]=[CH:10][C:11]=1[O:12][CH2:14][CH2:15][CH2:16][CH2:17][CH2:18][CH2:19][CH2:20][CH2:21][CH2:22][CH2:23][CH2:24][OH:25])[CH:7]=[O:8])[CH3:2], predict the reactants needed to synthesize it. The reactants are: [CH2:1]([O:3][C:4]1[CH:5]=[C:6]([CH:9]=[CH:10][C:11]=1[OH:12])[CH:7]=[O:8])[CH3:2].Br[CH2:14][CH2:15][CH2:16][CH2:17][CH2:18][CH2:19][CH2:20][CH2:21][CH2:22][CH2:23][CH2:24][OH:25]. (3) Given the product [CH3:4][C:3]([CH3:6])([CH3:5])[C:15]([C:13]1[CH:12]=[N:11][CH:10]=[CH:34][CH:14]=1)([C:17]1[CH:22]=[CH:21][C:20]([C:23]2[CH:28]=[CH:27][C:26]([O:29][C:30]([F:33])([F:31])[F:32])=[CH:25][CH:24]=2)=[CH:19][N:18]=1)[OH:16], predict the reactants needed to synthesize it. The reactants are: [Li+].[Cl-].[C:3]([Mg]Cl)([CH3:6])([CH3:5])[CH3:4].N1[CH:14]=[C:13]([C:15]([C:17]2[CH:22]=[CH:21][C:20]([C:23]3[CH:28]=[CH:27][C:26]([O:29][C:30]([F:33])([F:32])[F:31])=[CH:25][CH:24]=3)=[CH:19][N:18]=2)=[O:16])[CH:12]=[N:11][CH:10]=1.[CH2:34]1COCC1. (4) Given the product [O:1]([C:3]([C:5]1[CH:10]([C:11]2[CH:16]=[CH:15][C:14]([F:17])=[C:13]([F:18])[CH:12]=2)[N:9]([C:19]([NH:21][CH2:22][CH2:23][CH2:24][C:25](=[O:26])[NH:27][C:28]2[CH:33]=[CH:32][CH:31]=[C:30]([CH:34]3[CH2:39][CH2:38][NH:37][CH2:36][CH2:35]3)[CH:29]=2)=[O:20])[C:8](=[O:47])[NH:7][C:6]=1[CH3:48])=[O:4])[CH3:2], predict the reactants needed to synthesize it. The reactants are: [O:1]([C:3]([C:5]1[CH:10]([C:11]2[CH:16]=[CH:15][C:14]([F:17])=[C:13]([F:18])[CH:12]=2)[N:9]([C:19]([NH:21][CH2:22][CH2:23][CH2:24][C:25]([NH:27][C:28]2[CH:29]=[C:30]([CH:34]3[CH2:39][CH2:38][N:37](C(OC(C)(C)C)=O)[CH2:36][CH2:35]3)[CH:31]=[CH:32][CH:33]=2)=[O:26])=[O:20])[C:8](=[O:47])[NH:7][C:6]=1[CH3:48])=[O:4])[CH3:2].FC(F)(F)C(O)=O. (5) Given the product [CH2:4]([OH:5])[C@@H:1]([C@H:4]([C@@H:1]([C@@H:4]([CH2:1][OH:2])[OH:5])[OH:2])[OH:5])[OH:2], predict the reactants needed to synthesize it. The reactants are: [CH3:1][O-:2].[Na+].[CH3:4][OH:5]. (6) Given the product [CH3:15][O:16][CH2:17][CH2:18][NH:19][C@H:5]([C:6]1[CH:7]=[CH:8][CH:9]=[CH:10][CH:11]=1)[CH:4]=[CH2:3], predict the reactants needed to synthesize it. The reactants are: C(=O)(OC)O[CH2:3]/[CH:4]=[CH:5]/[C:6]1[CH:11]=[CH:10][CH:9]=[CH:8][CH:7]=1.[CH3:15][O:16][CH2:17][CH2:18][NH2:19]. (7) Given the product [Si:29]([O:1][CH:2]([CH2:8][CH2:9][CH2:10][CH2:11][CH2:12][CH2:13][CH2:14]/[CH:15]=[CH:16]\[CH2:17]/[CH:18]=[CH:19]\[CH2:20][CH2:21][CH2:22][CH2:23][CH3:24])[CH2:3][C:4]([O:6][CH3:7])=[O:5])([C:25]([CH3:28])([CH3:27])[CH3:26])([CH3:31])[CH3:30], predict the reactants needed to synthesize it. The reactants are: [OH:1][CH:2]([CH2:8][CH2:9][CH2:10][CH2:11][CH2:12][CH2:13][CH2:14]/[CH:15]=[CH:16]\[CH2:17]/[CH:18]=[CH:19]\[CH2:20][CH2:21][CH2:22][CH2:23][CH3:24])[CH2:3][C:4]([O:6][CH3:7])=[O:5].[C:25]([Si:29](Cl)([CH3:31])[CH3:30])([CH3:28])([CH3:27])[CH3:26]. (8) Given the product [CH2:23]([C:20]1[CH:19]=[CH:18][C:17]([NH:16][CH:13]([CH3:15])[CH3:14])=[N:22][CH:21]=1)[CH2:24][C:25]#[CH:3], predict the reactants needed to synthesize it. The reactants are: [N+](=[C:3](P(=O)(OC)OC)C(=O)C)=[N-].[CH:13]([NH:16][C:17]1[N:22]=[CH:21][C:20]([CH2:23][CH2:24][CH:25]=O)=[CH:19][CH:18]=1)([CH3:15])[CH3:14].C(=O)([O-])[O-].[K+].[K+].C(=O)([O-])O.[Na+]. (9) Given the product [Br:1][C:2]1[CH:11]=[C:10]2[C:5]([C:6]([C:12]3[C:16]([C:17]4[CH:22]=[CH:21][CH:20]=[CH:19][N:18]=4)=[N:15][N:14]4[CH2:23][CH2:24][C:25](=[O:26])[C:13]=34)=[CH:7][CH:8]=[N:9]2)=[CH:4][CH:3]=1, predict the reactants needed to synthesize it. The reactants are: [Br:1][C:2]1[CH:11]=[C:10]2[C:5]([C:6]([C:12]3[C:16]([C:17]4[CH:22]=[CH:21][CH:20]=[CH:19][N:18]=4)=[N:15][N:14]4[CH2:23][CH2:24][CH:25]([OH:26])[C:13]=34)=[CH:7][CH:8]=[N:9]2)=[CH:4][CH:3]=1.CC(OI1(OC(C)=O)(OC(C)=O)OC(=O)C2C=CC=CC1=2)=O.